This data is from Full USPTO retrosynthesis dataset with 1.9M reactions from patents (1976-2016). The task is: Predict the reactants needed to synthesize the given product. (1) Given the product [CH3:24][O:23][C:20]1[CH:21]=[CH:22][C:17]([CH2:16][N:5]2[CH2:6][CH2:7][N:2]([CH3:1])[CH2:3][CH2:4]2)=[C:18]([N+:25]([O-:27])=[O:26])[CH:19]=1, predict the reactants needed to synthesize it. The reactants are: [CH3:1][N:2]1[CH2:7][CH2:6][NH:5][CH2:4][CH2:3]1.CCN(CC)CC.Br[CH2:16][C:17]1[CH:22]=[CH:21][C:20]([O:23][CH3:24])=[CH:19][C:18]=1[N+:25]([O-:27])=[O:26]. (2) Given the product [F:32][C:2]([F:1])([F:31])[CH2:3][O:4][C:5]1[CH:6]=[C:7]([C:15]2[CH:20]=[C:19]([C:21]([F:22])([F:23])[F:24])[N:18]3[N:25]=[CH:26][C:27]([C:28]4[O:41][N:40]=[C:38]([C:37]5[CH:42]=[CH:43][C:34]([NH2:33])=[N:35][CH:36]=5)[N:39]=4)=[C:17]3[N:16]=2)[CH:8]=[CH:9][C:10]=1[C:11]([F:12])([F:13])[F:14], predict the reactants needed to synthesize it. The reactants are: [F:1][C:2]([F:32])([F:31])[CH2:3][O:4][C:5]1[CH:6]=[C:7]([C:15]2[CH:20]=[C:19]([C:21]([F:24])([F:23])[F:22])[N:18]3[N:25]=[CH:26][C:27]([C:28](O)=O)=[C:17]3[N:16]=2)[CH:8]=[CH:9][C:10]=1[C:11]([F:14])([F:13])[F:12].[NH2:33][C:34]1[CH:43]=[CH:42][C:37]([C:38]([NH:40][OH:41])=[NH:39])=[CH:36][N:35]=1. (3) Given the product [Cl:8][C:9]1[CH:10]=[C:11]2[C:16](=[C:17]([C:19]([NH:7][S:4]([CH3:3])(=[O:6])=[O:5])=[O:20])[CH:18]=1)[NH:15][CH:14]([C:22]1[CH:27]=[CH:26][CH:25]=[C:24]([N:28]3[CH2:33][CH2:32][O:31][CH2:30][CH2:29]3)[CH:23]=1)[CH2:13][C:12]2([CH3:35])[CH3:34], predict the reactants needed to synthesize it. The reactants are: [H-].[Na+].[CH3:3][S:4]([NH2:7])(=[O:6])=[O:5].[Cl:8][C:9]1[CH:10]=[C:11]2[C:16](=[C:17]([C:19](O)=[O:20])[CH:18]=1)[NH:15][CH:14]([C:22]1[CH:27]=[CH:26][CH:25]=[C:24]([N:28]3[CH2:33][CH2:32][O:31][CH2:30][CH2:29]3)[CH:23]=1)[CH2:13][C:12]2([CH3:35])[CH3:34].C(N1C=CN=C1)(N1C=CN=C1)=O. (4) Given the product [Cl:36][C:32]1[CH:31]=[CH:30][C:29]([C:15]2[C:9]3[C:10](=[CH:11][N:12]=[C:7]([C:3]4[CH:2]=[N:1][CH:6]=[CH:5][CH:4]=4)[CH:8]=3)[N:13]([CH2:20][O:21][CH2:22][CH2:23][Si:24]([CH3:27])([CH3:26])[CH3:25])[N:14]=2)=[N:34][C:33]=1[F:35], predict the reactants needed to synthesize it. The reactants are: [N:1]1[CH:6]=[CH:5][CH:4]=[C:3]([C:7]2[CH:8]=[C:9]3[C:15]([Sn](C)(C)C)=[N:14][N:13]([CH2:20][O:21][CH2:22][CH2:23][Si:24]([CH3:27])([CH3:26])[CH3:25])[C:10]3=[CH:11][N:12]=2)[CH:2]=1.Br[C:29]1[N:34]=[C:33]([F:35])[C:32]([Cl:36])=[CH:31][CH:30]=1.O1CCCC1.[F-].[Cs+].C(P(C(C)(C)C)C(C)(C)C)(C)(C)C. (5) Given the product [ClH:29].[C:1]([C:3]1[C:12]2[C:7](=[CH:8][CH:9]=[CH:10][CH:11]=2)[C:6]([C:13]([NH:15][CH:16]2[CH2:21][CH2:20][NH:19][CH2:18][CH2:17]2)=[O:14])=[N:5][CH:4]=1)#[N:2], predict the reactants needed to synthesize it. The reactants are: [C:1]([C:3]1[C:12]2[C:7](=[CH:8][CH:9]=[CH:10][CH:11]=2)[C:6]([C:13]([NH:15][CH:16]2[CH2:21][CH2:20][N:19](C(OC(C)(C)C)=O)[CH2:18][CH2:17]2)=[O:14])=[N:5][CH:4]=1)#[N:2].[ClH:29].